From a dataset of Full USPTO retrosynthesis dataset with 1.9M reactions from patents (1976-2016). Predict the reactants needed to synthesize the given product. (1) The reactants are: C1(C[N:8]2[CH2:13][CH2:12][O:11][CH2:10][C@@H:9]2[C:14]([NH:16][C@@H:17]([C:20](OC)=O)[CH2:18][OH:19])=O)C=CC=CC=1. Given the product [CH2:10]1[C@@H:9]2[CH2:14][NH:16][C@H:17]([CH2:18][OH:19])[CH2:20][N:8]2[CH2:13][CH2:12][O:11]1, predict the reactants needed to synthesize it. (2) The reactants are: [Cl:1][C:2]1[C:11]2[C:6](=[CH:7][C:8]([O:14][CH2:15][CH2:16][CH2:17][Cl:18])=[C:9]([O:12][CH3:13])[CH:10]=2)[N:5]=[CH:4][N:3]=1.[NH2:19][C:20]1[CH:21]=[CH:22][C:23]([NH:26][C:27](=[O:35])[C:28]2[CH:33]=[CH:32][CH:31]=[C:30]([Cl:34])[CH:29]=2)=[N:24][CH:25]=1.Cl. Given the product [ClH:1].[Cl:34][C:30]1[CH:29]=[C:28]([CH:33]=[CH:32][CH:31]=1)[C:27]([NH:26][C:23]1[CH:22]=[CH:21][C:20]([NH:19][C:2]2[C:11]3[C:6](=[CH:7][C:8]([O:14][CH2:15][CH2:16][CH2:17][Cl:18])=[C:9]([O:12][CH3:13])[CH:10]=3)[N:5]=[CH:4][N:3]=2)=[CH:25][N:24]=1)=[O:35], predict the reactants needed to synthesize it.